This data is from CYP2C9 inhibition data for predicting drug metabolism from PubChem BioAssay. The task is: Regression/Classification. Given a drug SMILES string, predict its absorption, distribution, metabolism, or excretion properties. Task type varies by dataset: regression for continuous measurements (e.g., permeability, clearance, half-life) or binary classification for categorical outcomes (e.g., BBB penetration, CYP inhibition). Dataset: cyp2c9_veith. (1) The drug is COCCn1c(=O)c(-c2ccc(F)cc2)nc2cnc(Oc3ccc(OC)cc3)nc21. The result is 1 (inhibitor). (2) The molecule is CCNc1ncc2nc(CCc3ccccc3)c(=O)n(Cc3cccc(OC)c3)c2n1. The result is 0 (non-inhibitor).